From a dataset of Catalyst prediction with 721,799 reactions and 888 catalyst types from USPTO. Predict which catalyst facilitates the given reaction. (1) Reactant: [CH3:1][C:2]1[CH:3]=[CH:4][C:5]([N+:9]([O-:11])=[O:10])=[C:6]([NH2:8])[CH:7]=1.[H-].[Na+].I[CH3:15]. Product: [CH3:15][NH:8][C:6]1[CH:7]=[C:2]([CH3:1])[CH:3]=[CH:4][C:5]=1[N+:9]([O-:11])=[O:10]. The catalyst class is: 3. (2) Reactant: [CH:1]1([C:4]2[C:8]([CH:9]=[O:10])=[CH:7][N:6]([C:11]3[CH:16]=[CH:15][C:14]([O:17][CH3:18])=[CH:13][CH:12]=3)[N:5]=2)[CH2:3][CH2:2]1.[CH2:19]([Mg]Br)[CH:20]([CH3:22])[CH3:21]. Product: [CH:1]1([C:4]2[C:8]([CH:9]([OH:10])[CH2:19][CH:20]([CH3:22])[CH3:21])=[CH:7][N:6]([C:11]3[CH:12]=[CH:13][C:14]([O:17][CH3:18])=[CH:15][CH:16]=3)[N:5]=2)[CH2:2][CH2:3]1. The catalyst class is: 7. (3) Reactant: [I-].[Na+].Br[CH2:4][CH3:5].C(=O)([O-])[O-].[K+].[K+].[CH2:12]([N:19]1[C:23]([C:24]([O:26][CH3:27])=[O:25])=[CH:22][C:21]([OH:28])=[N:20]1)[C:13]1[CH:18]=[CH:17][CH:16]=[CH:15][CH:14]=1. Product: [CH2:12]([N:19]1[C:23]([C:24]([O:26][CH3:27])=[O:25])=[CH:22][C:21]([O:28][CH2:4][CH3:5])=[N:20]1)[C:13]1[CH:14]=[CH:15][CH:16]=[CH:17][CH:18]=1. The catalyst class is: 21. (4) Reactant: [F:1][C:2]1[CH:7]=[C:6]([N+:8]([O-])=O)[C:5]([O:11][CH3:12])=[C:4]([F:13])[C:3]=1[O:14][CH3:15]. Product: [F:13][C:4]1[C:5]([O:11][CH3:12])=[C:6]([CH:7]=[C:2]([F:1])[C:3]=1[O:14][CH3:15])[NH2:8]. The catalyst class is: 579.